Dataset: hERG channel blocking data for cardiac toxicity assessment. Task: Regression/Classification. Given a drug SMILES string, predict its toxicity properties. Task type varies by dataset: regression for continuous values (e.g., LD50, hERG inhibition percentage) or binary classification for toxic/non-toxic outcomes (e.g., AMES mutagenicity, cardiotoxicity, hepatotoxicity). Dataset: herg. (1) The compound is N#Cc1ccc(Cn2cncc2C[NH2+][C@@H]2CCN(C(=O)c3cncc(Br)c3)C2=O)cc1. The result is 1 (blocker). (2) The result is 1 (blocker). The drug is CCCCc1oc2ccccc2c1C(=O)c1cc(I)c(OCCN(CC)CC)c(I)c1. (3) The molecule is C[C@H](CN1c2ccccc2Sc2ccc(C#N)cc21)C[NH+](C)C. The result is 1 (blocker). (4) The drug is Nc1c2c(nc3ccccc13)CCCC2. The result is 0 (non-blocker).